Dataset: Forward reaction prediction with 1.9M reactions from USPTO patents (1976-2016). Task: Predict the product of the given reaction. (1) Given the reactants [Br:1][C:2]1[CH:3]=[C:4]([NH2:8])[CH:5]=[N:6][CH:7]=1.N1C=CC=CC=1.[F:15][C:16]1[CH:21]=[C:20]([O:22][CH3:23])[CH:19]=[CH:18][C:17]=1[S:24](Cl)(=[O:26])=[O:25], predict the reaction product. The product is: [Br:1][C:2]1[CH:3]=[C:4]([NH:8][S:24]([C:17]2[CH:18]=[CH:19][C:20]([O:22][CH3:23])=[CH:21][C:16]=2[F:15])(=[O:25])=[O:26])[CH:5]=[N:6][CH:7]=1. (2) Given the reactants [C:1]([O:5][C:6](=[O:19])[NH:7][C:8]1[CH:13]=[CH:12][C:11]([C:14]([F:17])([F:16])[F:15])=[CH:10][C:9]=1[NH2:18])([CH3:4])([CH3:3])[CH3:2].C([O:24][C:25](=O)[CH2:26][C:27]([C:29]1[CH:34]=[CH:33][CH:32]=[C:31]([C:35]2[CH:40]=[CH:39][N:38]=[C:37]([CH:41]3[CH2:43][CH2:42]3)[CH:36]=2)[CH:30]=1)=[O:28])(C)(C)C, predict the reaction product. The product is: [C:1]([O:5][C:6](=[O:19])[NH:7][C:8]1[CH:13]=[CH:12][C:11]([C:14]([F:17])([F:16])[F:15])=[CH:10][C:9]=1[NH:18][C:25](=[O:24])[CH2:26][C:27]([C:29]1[CH:34]=[CH:33][CH:32]=[C:31]([C:35]2[CH:40]=[CH:39][N:38]=[C:37]([CH:41]3[CH2:42][CH2:43]3)[CH:36]=2)[CH:30]=1)=[O:28])([CH3:4])([CH3:2])[CH3:3].